From a dataset of Forward reaction prediction with 1.9M reactions from USPTO patents (1976-2016). Predict the product of the given reaction. (1) Given the reactants [NH:1]1[CH2:5][CH2:4][C@H:3]([N:6]([CH2:15][C:16]2[CH:21]=[CH:20][CH:19]=[CH:18][C:17]=2[C:22]([F:25])([F:24])[F:23])[C:7]2[CH:14]=[CH:13][C:10]([C:11]#[N:12])=[CH:9][CH:8]=2)[CH2:2]1.Br[CH2:27][C:28]#[N:29], predict the reaction product. The product is: [C:28]([CH2:27][N:1]1[CH2:5][CH2:4][C@H:3]([N:6]([CH2:15][C:16]2[CH:21]=[CH:20][CH:19]=[CH:18][C:17]=2[C:22]([F:24])([F:23])[F:25])[C:7]2[CH:8]=[CH:9][C:10]([C:11]#[N:12])=[CH:13][CH:14]=2)[CH2:2]1)#[N:29]. (2) Given the reactants NC(N)=[S:3].[C:5]([O:9][C:10](=[O:24])[C@@H:11]([NH:16][C:17]([O:19][C:20]([CH3:23])([CH3:22])[CH3:21])=[O:18])[CH2:12][CH:13]1[CH2:15]O1)([CH3:8])([CH3:7])[CH3:6], predict the reaction product. The product is: [C:5]([O:9][C:10](=[O:24])[C@@H:11]([NH:16][C:17]([O:19][C:20]([CH3:23])([CH3:22])[CH3:21])=[O:18])[CH2:12][CH:13]1[CH2:15][S:3]1)([CH3:8])([CH3:7])[CH3:6]. (3) Given the reactants Br[C:2]1[CH:10]=[CH:9][C:5]([C:6]([OH:8])=[O:7])=[C:4]([CH3:11])[CH:3]=1.[C:12]([O:16][C:17]([CH3:20])([CH3:19])[CH3:18])(=[O:15])[CH:13]=[CH2:14].C(=O)([O-])[O-].[K+].[K+], predict the reaction product. The product is: [C:17]([O:16][C:12](=[O:15])[CH:13]=[CH:14][C:2]1[CH:10]=[CH:9][C:5]([C:6]([OH:8])=[O:7])=[C:4]([CH3:11])[CH:3]=1)([CH3:20])([CH3:19])[CH3:18]. (4) The product is: [CH3:15][C:12]([OH:13])([C:10]([NH:9][C:6]1[CH:7]=[CH:8][C:3]([C:1]#[N:2])=[C:4]([C:16]([F:19])([F:18])[F:17])[CH:5]=1)=[O:11])[CH2:14][S:28]([C:25]1[CH:24]=[CH:23][C:22]([F:21])=[CH:27][CH:26]=1)(=[O:30])=[O:29]. Given the reactants [C:1]([C:3]1[CH:8]=[CH:7][C:6]([NH:9][C:10]([C@:12]2([CH3:15])[CH2:14][O:13]2)=[O:11])=[CH:5][C:4]=1[C:16]([F:19])([F:18])[F:17])#[N:2].[Na].[F:21][C:22]1[CH:27]=[CH:26][C:25]([S:28]([O-:30])=[O:29])=[CH:24][CH:23]=1, predict the reaction product. (5) Given the reactants [OH:1][C:2]1[CH:7]=[CH:6][C:5](/[C:8](/[CH2:38][CH3:39])=[C:9](\[C:25]2[CH:30]=[CH:29][C:28](/[CH:31]=[CH:32]/[C:33]([O:35][CH2:36][CH3:37])=[O:34])=[CH:27][CH:26]=2)/[C:10]2[CH:11]=[C:12]3[C:16](=[CH:17][CH:18]=2)[N:15]([CH:19]2[CH2:24][CH2:23][CH2:22][CH2:21][O:20]2)[N:14]=[CH:13]3)=[CH:4][CH:3]=1.[O:40]1[CH2:44][CH2:43]OC1=O.C(=O)([O-])[O-].[K+].[K+].C(OCC)(=O)C, predict the reaction product. The product is: [OH:40][CH2:44][CH2:43][O:1][C:2]1[CH:3]=[CH:4][C:5](/[C:8](/[CH2:38][CH3:39])=[C:9](\[C:25]2[CH:26]=[CH:27][C:28](/[CH:31]=[CH:32]/[C:33]([O:35][CH2:36][CH3:37])=[O:34])=[CH:29][CH:30]=2)/[C:10]2[CH:11]=[C:12]3[C:16](=[CH:17][CH:18]=2)[N:15]([CH:19]2[CH2:24][CH2:23][CH2:22][CH2:21][O:20]2)[N:14]=[CH:13]3)=[CH:6][CH:7]=1. (6) Given the reactants FC1C=CC=C(OC2C=CC(CCC)=CC=2OC)N=1.C(C1C=CC(OC2C=CC(N)=C(F)C=2)=C(OC)C=1)C.[CH2:39]([C:41]1[CH:55]=[CH:54][C:44]([O:45][C:46]2[CH:52]=[C:51]([F:53])[CH:50]=[CH:49][C:47]=2[NH2:48])=[C:43]([O:56]C)[CH:42]=1)[CH3:40], predict the reaction product. The product is: [NH2:48][C:47]1[CH:49]=[CH:50][C:51]([F:53])=[CH:52][C:46]=1[O:45][C:44]1[CH:54]=[CH:55][C:41]([CH2:39][CH3:40])=[CH:42][C:43]=1[OH:56].